The task is: Predict the reaction yield, written as a fraction of the theoretical maximum amount of product (1.0 means a 100% yield; for example, 0.34 means a 34% yield).. This data is from Reaction yield outcomes from USPTO patents with 853,638 reactions. (1) The reactants are N1C=[CH:5][C:4]([CH:7]=[C:8]2[C:16]3[C:11](=[N:12][CH:13]=[C:14]([C:17]4[CH:22]=[C:21]([O:23][CH3:24])[C:20]([O:25][CH3:26])=[C:19]([O:27][CH3:28])[CH:18]=4)[CH:15]=3)[NH:10][C:9]2=[O:29])=[CH:3][CH:2]=1.[CH:30]([O-])=O.[NH4+:33]. The catalyst is CO.[Pd]. The product is [N:33]1[CH:30]=[CH:2][CH:3]=[C:4]([CH2:7][CH:8]2[C:16]3[C:11](=[N:12][CH:13]=[C:14]([C:17]4[CH:18]=[C:19]([O:27][CH3:28])[C:20]([O:25][CH3:26])=[C:21]([O:23][CH3:24])[CH:22]=4)[CH:15]=3)[NH:10][C:9]2=[O:29])[CH:5]=1. The yield is 0.660. (2) The reactants are Br[C:2]1[CH:3]=[C:4]([C:9]2([C:19]3[CH:24]=[CH:23][C:22]([O:25][CH3:26])=[C:21]([CH3:27])[CH:20]=3)[C:17]3[C:12](=[CH:13][CH:14]=[CH:15][CH:16]=3)[C:11]([NH2:18])=[N:10]2)[CH:5]=[CH:6][C:7]=1[F:8].[N:28]1[CH:33]=[C:32](B(O)O)[CH:31]=[N:30][CH:29]=1. No catalyst specified. The product is [F:8][C:7]1[CH:6]=[CH:5][C:4]([C:9]2([C:19]3[CH:24]=[CH:23][C:22]([O:25][CH3:26])=[C:21]([CH3:27])[CH:20]=3)[C:17]3[C:12](=[CH:13][CH:14]=[CH:15][CH:16]=3)[C:11]([NH2:18])=[N:10]2)=[CH:3][C:2]=1[C:32]1[CH:33]=[N:28][CH:29]=[N:30][CH:31]=1. The yield is 0.410.